Dataset: Full USPTO retrosynthesis dataset with 1.9M reactions from patents (1976-2016). Task: Predict the reactants needed to synthesize the given product. (1) Given the product [CH3:9][O:8][C:4]1[CH:5]=[CH:6][CH:7]=[C:2]([Cl:1])[C:3]=1[CH2:10][Br:13], predict the reactants needed to synthesize it. The reactants are: [Cl:1][C:2]1[CH:7]=[CH:6][CH:5]=[C:4]([O:8][CH3:9])[C:3]=1[CH2:10]O.P(Br)(Br)[Br:13].C(=O)(O)[O-].[Na+]. (2) Given the product [F:1][C:2]1[CH:3]=[C:4]([C:8]2[C@:9]3([CH2:25][CH2:24][C@H:23]4[C@@H:14]([CH2:15][CH2:16][C:17]5[CH:18]=[C:19]([C:26]([NH:29][C@H:30]([CH2:31][OH:32])[CH3:33])=[O:28])[CH:20]=[CH:21][C:22]=54)[C@@H:11]3[CH2:12][CH:13]=2)[CH3:10])[CH:5]=[N:6][CH:7]=1, predict the reactants needed to synthesize it. The reactants are: [F:1][C:2]1[CH:3]=[C:4]([C:8]2[C@:9]3([CH2:25][CH2:24][C@H:23]4[C@@H:14]([CH2:15][CH2:16][C:17]5[CH:18]=[C:19]([C:26]([OH:28])=O)[CH:20]=[CH:21][C:22]=54)[C@@H:11]3[CH2:12][CH:13]=2)[CH3:10])[CH:5]=[N:6][CH:7]=1.[NH2:29][C@@H:30]([CH3:33])[CH2:31][OH:32]. (3) Given the product [C:17]([S:19][CH2:4][CH:2]([NH:3][S:5]([C:8]1[C:13]([CH3:14])=[CH:12][C:11]([CH3:15])=[CH:10][C:9]=1[CH3:16])(=[O:7])=[O:6])[CH3:1])(=[O:20])[CH3:18], predict the reactants needed to synthesize it. The reactants are: [CH3:1][CH:2]1[CH2:4][N:3]1[S:5]([C:8]1[C:13]([CH3:14])=[CH:12][C:11]([CH3:15])=[CH:10][C:9]=1[CH3:16])(=[O:7])=[O:6].[C:17]([O-:20])(=[S:19])[CH3:18].[K+]. (4) The reactants are: [C:1]([O:5][C:6]([N:8]1[CH2:13][CH2:12][CH:11]([CH:14]2[O:23][C:17]3=[CH:18][N:19]=[C:20](Cl)[CH:21]=[C:16]3[CH2:15]2)[CH2:10][CH2:9]1)=[O:7])([CH3:4])([CH3:3])[CH3:2].[CH3:24][N:25]1[CH:30]=[C:29](B2OC(C)(C)C(C)(C)O2)[CH:28]=[CH:27][C:26]1=[O:40]. Given the product [C:1]([O:5][C:6]([N:8]1[CH2:13][CH2:12][CH:11]([CH:14]2[O:23][C:17]3=[CH:18][N:19]=[C:20]([C:29]4[CH:28]=[CH:27][C:26](=[O:40])[N:25]([CH3:24])[CH:30]=4)[CH:21]=[C:16]3[CH2:15]2)[CH2:10][CH2:9]1)=[O:7])([CH3:4])([CH3:3])[CH3:2], predict the reactants needed to synthesize it.